This data is from Forward reaction prediction with 1.9M reactions from USPTO patents (1976-2016). The task is: Predict the product of the given reaction. (1) Given the reactants C(OC([N:8]1[CH2:13][CH2:12][CH:11]([O:14][C:15]2[N:16]=[N:17][C:18]([CH2:39][CH2:40][CH2:41][CH3:42])=[C:19]([C:21]3[CH:26]=[CH:25][C:24]([O:27][CH:28]4[CH2:33][CH2:32][CH2:31][CH2:30][CH2:29]4)=[C:23]([C:34]4[O:35][CH:36]=[CH:37][N:38]=4)[CH:22]=3)[CH:20]=2)[CH2:10][CH2:9]1)=O)(C)(C)C.C(Cl)[Cl:44], predict the reaction product. The product is: [ClH:44].[ClH:44].[CH2:39]([C:18]1[N:17]=[N:16][C:15]([O:14][CH:11]2[CH2:12][CH2:13][NH:8][CH2:9][CH2:10]2)=[CH:20][C:19]=1[C:21]1[CH:26]=[CH:25][C:24]([O:27][CH:28]2[CH2:29][CH2:30][CH2:31][CH2:32][CH2:33]2)=[C:23]([C:34]2[O:35][CH:36]=[CH:37][N:38]=2)[CH:22]=1)[CH2:40][CH2:41][CH3:42]. (2) Given the reactants [Br-].[Br:2][C:3]1[CH:28]=[CH:27][C:6]([CH2:7][P+](C2C=CC=CC=2)(C2C=CC=CC=2)C2C=CC=CC=2)=[CH:5][CH:4]=1.[Br:29][C:30]1[CH:37]=[CH:36][CH:35]=[CH:34][C:31]=1[CH:32]=O.[OH-].[Na+].O, predict the reaction product. The product is: [Br:29][C:30]1[CH:37]=[CH:36][CH:35]=[CH:34][C:31]=1[CH:32]=[CH:7][C:6]1[CH:5]=[CH:4][C:3]([Br:2])=[CH:28][CH:27]=1.